Task: Predict the product of the given reaction.. Dataset: Forward reaction prediction with 1.9M reactions from USPTO patents (1976-2016) (1) Given the reactants C(NC(C)C)(C)C.[Li]CCCC.[Br:13][C:14]1[C:15]([C:19]2[CH:26]=[CH:25][C:22]([C:23]#[N:24])=[CH:21][CH:20]=2)=[CH:16][S:17][CH:18]=1.CN([CH:30]=[O:31])C, predict the reaction product. The product is: [Br:13][C:14]1[C:15]([C:19]2[CH:20]=[CH:21][C:22]([C:23]#[N:24])=[CH:25][CH:26]=2)=[CH:16][S:17][C:18]=1[CH:30]=[O:31]. (2) The product is: [CH3:15][O:16][C:17](=[O:25])[C:18]1[CH:23]=[CH:22][N:21]=[C:20]([C:2]#[C:1][C:3]2[C:4]([C:9]3[CH:14]=[CH:13][CH:12]=[CH:11][CH:10]=3)=[N:5][O:6][C:7]=2[CH3:8])[CH:19]=1. Given the reactants [C:1]([C:3]1[C:4]([C:9]2[CH:14]=[CH:13][CH:12]=[CH:11][CH:10]=2)=[N:5][O:6][C:7]=1[CH3:8])#[CH:2].[CH3:15][O:16][C:17](=[O:25])[C:18]1[CH:23]=[CH:22][N:21]=[C:20](I)[CH:19]=1, predict the reaction product. (3) Given the reactants [Br:1][C:2]1[CH:7]=[C:6]([F:8])[CH:5]=[C:4]([Br:9])[C:3]=1[O:10][CH3:11].[N+:12]([O-])([OH:14])=[O:13], predict the reaction product. The product is: [Br:1][C:2]1[CH:7]=[C:6]([F:8])[C:5]([N+:12]([O-:14])=[O:13])=[C:4]([Br:9])[C:3]=1[O:10][CH3:11]. (4) Given the reactants [CH2:1]([NH:5][C:6]([C:8]1[CH:24]=[CH:23][C:11]2[S:12][C:13]3[CH:21]=[C:20]([F:22])[CH:19]=[CH:18][C:14]=3[C:15](Cl)=[N:16][C:10]=2[CH:9]=1)=[O:7])[CH2:2][CH2:3][CH3:4].[Br-].[Cl:26][C:27]1[S:31][C:30]([Zn+])=[CH:29][CH:28]=1, predict the reaction product. The product is: [CH2:1]([NH:5][C:6]([C:8]1[CH:24]=[CH:23][C:11]2[S:12][C:13]3[CH:21]=[C:20]([F:22])[CH:19]=[CH:18][C:14]=3[C:15]([C:30]3[S:31][C:27]([Cl:26])=[CH:28][CH:29]=3)=[N:16][C:10]=2[CH:9]=1)=[O:7])[CH2:2][CH2:3][CH3:4]. (5) Given the reactants [F:1][C:2]1[CH:22]=[CH:21][C:5]([CH2:6][N:7]2[C:15]3[C:10](=[C:11]4[CH2:19][CH2:18][O:17][C:16](=[O:20])[C:12]4=[N:13][CH:14]=3)[CH:9]=[CH:8]2)=[CH:4][CH:3]=1.[OH-:23].[Na+].Cl, predict the reaction product. The product is: [F:1][C:2]1[CH:3]=[CH:4][C:5]([CH2:6][N:7]2[C:15]3=[CH:14][N:13]=[C:12]([C:16]([OH:17])=[O:20])[C:11]([CH2:19][CH2:18][OH:23])=[C:10]3[CH:9]=[CH:8]2)=[CH:21][CH:22]=1.